From a dataset of Drug-target binding data from BindingDB using IC50 measurements. Regression. Given a target protein amino acid sequence and a drug SMILES string, predict the binding affinity score between them. We predict pIC50 (pIC50 = -log10(IC50 in M); higher means more potent). Dataset: bindingdb_ic50. (1) The drug is O=C(NS(=O)(=O)c1ccc(N[C@H](CCN2CCN(CCOP(=O)(O)O)CC2)CSc2ccccc2)c(S(=O)(=O)C(F)(F)F)c1)c1ccc(N2CCC([C@@H](O)c3ccccc3-c3ccc(Cl)cc3)CC2)cc1. The target protein sequence is MSQSNRELVVDFLSYKLSQKGYSWSQFSDVEENRTEAPEGTESEMETPSAINGNPSWHLADSPAVNGATGHSSSLDAREVIPMAAVKQALREAGDEFELRYRRAFSDLTSQLHITPGTAYQSFEQVVNELFRDGVNWGRIVAFFSFGGALCVESVDKEMQVLVSRIAAWMATYLNDHLEPWIQENGGWDTFVELYGNNAAAESRKGQER. The pIC50 is 9.0. (2) The drug is CC(C)(NC(=O)N1CCCOCC1)C(=O)Nc1nc(C(F)(F)F)c(C(=O)c2ccc(F)cc2)s1. The target protein sequence is LNWCVVMLILSNARLFLENLIKYGILVDPIQVVSLFLKDPYSWPAPCLVIAANVFAVAAFQVEKRLAVGALTEQAGLLLHVANLATILCFPAAVVLLVESITPVGSLLALMAHTILFLKLFSYRDVNSWCRRARAKAASAGKKASSAAAPHTVSYPDNLTYRDLYYFLFAPTLCYELNFPRSPRIRKRFLLRRILEMLFFTQLQVGLIQQWMVPTIQNSMKPFKDMDYSRIIERLLKLAVPNHLIWLIFFYWLFHSCLNAVAELMQFGDREFYRDWWNSESVTYFWQNWNIPVHKWCIRHFYKPMLRRGSSKWMARTGVFLASAFFHEYLVSVPLRMFRLWAFTGMMAQIPLAWFVGRFFQGNYGNAAVWLSLIIGQPIAVLMYVHDYYVLNYEAPAAEA. The pIC50 is 5.7. (3) The compound is CCS(=O)(=O)CCN(C(=O)Cc1ccc(F)c(C(F)(F)F)c1)[C@H](C)c1nc2ccccc2n1-c1ccc(C#N)cc1. The target protein (P49682) has sequence MVLEVSDHQVLNDAEVAALLENFSSSYDYGENESDSCCTSPPCPQDFSLNFDRAFLPALYSLLFLLGLLGNGAVAAVLLSRRTALSSTDTFLLHLAVADTLLVLTLPLWAVDAAVQWVFGSGLCKVAGALFNINFYAGALLLACISFDRYLNIVHATQLYRRGPPARVTLTCLAVWGLCLLFALPDFIFLSAHHDERLNATHCQYNFPQVGRTALRVLQLVAGFLLPLLVMAYCYAHILAVLLVSRGQRRLRAMRLVVVVVVAFALCWTPYHLVVLVDILMDLGALARNCGRESRVDVAKSVTSGLGYMHCCLNPLLYAFVGVKFRERMWMLLLRLGCPNQRGLQRQPSSSRRDSSWSETSEASYSGL. The pIC50 is 6.3. (4) The compound is CCN(c1cc(C#CCN2CCOCC2)cc(C(=O)NCc2c(C)cc(C)[nH]c2=O)c1C)[C@H]1CC[C@H](N(C)CCOC)CC1. The target protein sequence is ATKAARKSAPATGGVKKPHRYRPG. The pIC50 is 7.0. (5) The pIC50 is 8.5. The target protein sequence is NLFVALYDFVASGDNTLSITKGEKLRVLGYNHNGEWCEAQTKNGQGWVPSNYITPVNSLEKHSWYHGPVSRNAAEYLLSSGINGSFLVRESESSPGQRSISLRYEGRVYHYRINTASDGKLYVSSESRFNTLAELVHHHSTVADGLITTLHYPAPKRNKPTVYGVSPNYDKWEMERTDITMKHKLGGGQYGEVYEGVWKKYSLTVAVKTLKEDTMEVEEFLKEAAVMKEIKHPNLVQLLGVCTREPPFYIITEFMTYGNLLDYLRECNRQEVNAVVLLYMATQISSAMEYLEKKNFIHRDLAARNCLVGENHLVKVADFGLSRLMTGDTYTAHAGAKFPIKWTAPESLAYNKFSIKSDVWAFGVLLWEIATYGMSPYPGIDLSQVYELLEKDYRMERPEGCPEKVYELMRACWQWNPSDRPSFAEIHQAFETMFQESSISDEVEKELGKQGV. The compound is COc1ncc(-c2cc(C(=O)Nc3ccc(OC(F)(F)F)cc3)ccn2)cn1.